This data is from Reaction yield outcomes from USPTO patents with 853,638 reactions. The task is: Predict the reaction yield, written as a fraction of the theoretical maximum amount of product (1.0 means a 100% yield; for example, 0.34 means a 34% yield). (1) The reactants are C[O:2][C:3](=O)[C:4]1[CH:9]=[C:8]([Cl:10])[C:7]([NH:11][C:12]2[CH:17]=[CH:16][C:15]([Cl:18])=[CH:14][CH:13]=2)=[N:6][CH:5]=1.O.[NH2:21][NH2:22]. The catalyst is CCO.O.CCOC(C)=O. The product is [Cl:10][C:8]1[C:7]([NH:11][C:12]2[CH:17]=[CH:16][C:15]([Cl:18])=[CH:14][CH:13]=2)=[N:6][CH:5]=[C:4]([CH:9]=1)[C:3]([NH:21][NH2:22])=[O:2]. The yield is 0.990. (2) The yield is 0.690. The product is [Br:1][C:2]1[CH:10]=[CH:9][CH:8]=[C:7]2[C:3]=1[CH:4]=[CH:5][CH2:6]2. The catalyst is O. The reactants are [Br:1][C:2]1[CH:10]=[CH:9][CH:8]=[C:7]2[C:3]=1[CH2:4][CH2:5][CH:6]2O.S(=O)(=O)(O)O.